This data is from Forward reaction prediction with 1.9M reactions from USPTO patents (1976-2016). The task is: Predict the product of the given reaction. (1) Given the reactants [Cl:1][C:2]1[CH:7]=[C:6]([F:8])[C:5]([NH:9][C:10]([NH:12][C:13]2[CH:18]=[CH:17][CH:16]=[CH:15][CH:14]=2)=[O:11])=[CH:4][C:3]=1[C:19]1[C:20](=[O:39])[N:21]([CH2:37][CH3:38])[C:22]2[C:27]([CH:28]=1)=[CH:26][N:25]=[C:24]([NH:29][C:30]([C@@H:32]1[CH2:36][CH2:35][CH2:34][NH:33]1)=[O:31])[CH:23]=2.[ClH:40].CC(OC)(C)C, predict the reaction product. The product is: [ClH:1].[ClH:40].[Cl:1][C:2]1[CH:7]=[C:6]([F:8])[C:5]([NH:9][C:10]([NH:12][C:13]2[CH:14]=[CH:15][CH:16]=[CH:17][CH:18]=2)=[O:11])=[CH:4][C:3]=1[C:19]1[C:20](=[O:39])[N:21]([CH2:37][CH3:38])[C:22]2[C:27]([CH:28]=1)=[CH:26][N:25]=[C:24]([NH:29][C:30]([C@@H:32]1[CH2:36][CH2:35][CH2:34][NH:33]1)=[O:31])[CH:23]=2. (2) Given the reactants [Br:1][C:2]1[NH:3][C:4]([C:11]([O:13][CH3:14])=[O:12])=[C:5]([C:7]([O:9][CH3:10])=[O:8])[N:6]=1.Br[CH2:16][CH:17]=[C:18]([CH3:20])[CH3:19].C(=O)([O-])[O-].[K+].[K+].O, predict the reaction product. The product is: [Br:1][C:2]1[N:6]([CH2:16][CH:17]=[C:18]([CH3:20])[CH3:19])[C:5]([C:7]([O:9][CH3:10])=[O:8])=[C:4]([C:11]([O:13][CH3:14])=[O:12])[N:3]=1. (3) Given the reactants [Cl:1][C:2]1[CH:3]=[CH:4][C:5]([O:18][CH2:19][CH:20]([CH3:22])[CH3:21])=[C:6]([CH2:8][C:9]2[O:10][CH:11]=[C:12]([C:14]([O:16]C)=[O:15])[N:13]=2)[CH:7]=1.[OH-].[Na+], predict the reaction product. The product is: [Cl:1][C:2]1[CH:3]=[CH:4][C:5]([O:18][CH2:19][CH:20]([CH3:22])[CH3:21])=[C:6]([CH2:8][C:9]2[O:10][CH:11]=[C:12]([C:14]([OH:16])=[O:15])[N:13]=2)[CH:7]=1. (4) Given the reactants [C:1]([NH:4][CH:5]([CH3:25])[CH2:6][C:7]1[CH:12]=[CH:11][C:10]([C:13]#[C:14][C:15]2[CH:16]=[C:17]([CH:22]=[CH:23][CH:24]=2)[C:18]([O:20]C)=[O:19])=[CH:9][CH:8]=1)(=[O:3])[CH3:2].[Li+].[OH-], predict the reaction product. The product is: [C:1]([NH:4][CH:5]([CH3:25])[CH2:6][C:7]1[CH:8]=[CH:9][C:10]([C:13]#[C:14][C:15]2[CH:16]=[C:17]([CH:22]=[CH:23][CH:24]=2)[C:18]([OH:20])=[O:19])=[CH:11][CH:12]=1)(=[O:3])[CH3:2]. (5) Given the reactants C([O:4][CH2:5][C:6]1[CH:11]=[CH:10][C:9]([F:12])=[C:8]([Br:13])[N:7]=1)(=O)C.C(=O)([O-])[O-].[K+].[K+], predict the reaction product. The product is: [Br:13][C:8]1[N:7]=[C:6]([CH2:5][OH:4])[CH:11]=[CH:10][C:9]=1[F:12]. (6) Given the reactants [CH:1]([C:3]1[NH:7][C:6]([CH3:8])=[C:5]([C:9]2[CH:17]=[CH:16][C:12]([C:13]([OH:15])=O)=[CH:11][CH:10]=2)[C:4]=1[CH3:18])=[O:2].[NH:19]1[CH2:24][CH2:23][O:22][CH2:21][CH2:20]1, predict the reaction product. The product is: [CH3:18][C:4]1[C:5]([C:9]2[CH:10]=[CH:11][C:12]([C:13]([N:19]3[CH2:24][CH2:23][O:22][CH2:21][CH2:20]3)=[O:15])=[CH:16][CH:17]=2)=[C:6]([CH3:8])[NH:7][C:3]=1[CH:1]=[O:2].